Dataset: Forward reaction prediction with 1.9M reactions from USPTO patents (1976-2016). Task: Predict the product of the given reaction. Given the reactants [Cl:1][C:2]1[CH:7]=[CH:6][C:5]([NH:8]C(=O)OC(C)(C)C)=[C:4]([CH:16]([C:18]2[C:26]3[O:25][CH2:24][CH2:23][C:22]=3[CH:21]=[CH:20][CH:19]=2)[OH:17])[CH:3]=1.Cl.O1CCOCC1.C(=O)([O-])O.[Na+], predict the reaction product. The product is: [NH2:8][C:5]1[CH:6]=[CH:7][C:2]([Cl:1])=[CH:3][C:4]=1[CH:16]([C:18]1[C:26]2[O:25][CH2:24][CH2:23][C:22]=2[CH:21]=[CH:20][CH:19]=1)[OH:17].